From a dataset of Full USPTO retrosynthesis dataset with 1.9M reactions from patents (1976-2016). Predict the reactants needed to synthesize the given product. (1) Given the product [F:1][C:2]1[CH:3]=[CH:4][C:5]([C:8](=[C:16]2[CH2:17][C:18]([CH3:25])([CH3:24])[CH2:19][C:20]([CH3:23])([CH3:22])[CH2:21]2)[C:9]2[CH:14]=[CH:13][C:12]([O:15][CH2:33][CH2:34][O:35][CH2:36][CH2:37][OH:38])=[CH:11][CH:10]=2)=[CH:6][CH:7]=1, predict the reactants needed to synthesize it. The reactants are: [F:1][C:2]1[CH:7]=[CH:6][C:5]([C:8](=[C:16]2[CH2:21][C:20]([CH3:23])([CH3:22])[CH2:19][C:18]([CH3:25])([CH3:24])[CH2:17]2)[C:9]2[CH:14]=[CH:13][C:12]([OH:15])=[CH:11][CH:10]=2)=[CH:4][CH:3]=1.C([O-])([O-])=O.[K+].[K+].Cl[CH2:33][CH2:34][O:35][CH2:36][CH2:37][OH:38]. (2) Given the product [S:1]1[CH:5]=[CH:4][N:3]=[C:2]1[CH2:6][NH:7][C:8]1[CH:13]=[CH:12][C:11]([NH:14][C:15]([C:17]2[C:18]([C:23]3[CH:24]=[CH:25][C:26]([C:29]([F:30])([F:31])[F:32])=[CH:27][CH:28]=3)=[CH:19][CH:20]=[CH:21][CH:22]=2)=[O:16])=[CH:10][CH:9]=1, predict the reactants needed to synthesize it. The reactants are: [S:1]1[CH:5]=[CH:4][N:3]=[C:2]1[CH:6]=[N:7][C:8]1[CH:13]=[CH:12][C:11]([NH:14][C:15]([C:17]2[C:18]([C:23]3[CH:28]=[CH:27][C:26]([C:29]([F:32])([F:31])[F:30])=[CH:25][CH:24]=3)=[CH:19][CH:20]=[CH:21][CH:22]=2)=[O:16])=[CH:10][CH:9]=1.[BH4-].[Na+]. (3) Given the product [CH2:13]([O:15][C:16]([C:17]1[C:4]([C:3]2[CH:8]=[C:9]([I:12])[CH:10]=[CH:11][C:2]=2[F:1])=[N:6][O:7][C:18]=1[CH3:19])=[O:20])[CH3:14], predict the reactants needed to synthesize it. The reactants are: [F:1][C:2]1[CH:11]=[CH:10][C:9]([I:12])=[CH:8][C:3]=1[C:4](=[N:6][OH:7])Cl.[CH2:13]([O:15][C:16](=[O:20])[C:17]#[C:18][CH3:19])[CH3:14].CCN(CC)CC. (4) Given the product [CH3:1][O:2][C:3]1[CH:8]=[CH:7][CH:6]=[C:5]2[C:4]=1[NH:10][N:26]=[CH:9]2, predict the reactants needed to synthesize it. The reactants are: [CH3:1][O:2][C:3]1[CH:8]=[CH:7][CH:6]=[C:5]([CH3:9])[C:4]=1[NH:10]C(=O)C.C(OC(=O)C)(=O)C.C([O-])(=O)C.[K+].[N:26](OCCC(C)C)=O. (5) Given the product [CH3:17][C:15]1[N:14]=[C:13]2[C:9]([N:10]=[CH:11][NH:12]2)=[C:8]([C:7]2[C:2]([NH:35][C:31]3[C:32]4[CH:33]=[CH:25][NH:26][C:27]=4[CH:28]=[CH:29][CH:30]=3)=[N:3][CH:4]=[CH:5][CH:6]=2)[N:16]=1, predict the reactants needed to synthesize it. The reactants are: F[C:2]1[C:7]([C:8]2[N:16]=[C:15]([CH3:17])[N:14]=[C:13]3[C:9]=2[N:10]=[CH:11][N:12]3C2CCCCO2)=[CH:6][CH:5]=[CH:4][N:3]=1.N[C:25]1[NH:26][C:27]2[C:32]([CH:33]=1)=[CH:31][CH:30]=[CH:29][CH:28]=2.Cl.[NH3:35]. (6) Given the product [CH:35]([C:31]1[CH:30]=[C:29]([C:25]2[CH:24]=[C:23]([C:21]3[CH2:20][C:19](=[O:38])[NH:18][C:9]4[CH:10]=[C:11]([C:14]([F:16])([F:17])[F:15])[CH:12]=[CH:13][C:8]=4[N:7]=3)[CH:28]=[CH:27][CH:26]=2)[CH:34]=[CH:33][N:32]=1)([CH3:37])[CH3:36], predict the reactants needed to synthesize it. The reactants are: C(OC(=O)[NH:7][C:8]1[CH:13]=[CH:12][C:11]([C:14]([F:17])([F:16])[F:15])=[CH:10][C:9]=1[NH:18][C:19](=[O:38])[CH2:20][C:21]([C:23]1[CH:28]=[CH:27][CH:26]=[C:25]([C:29]2[CH:34]=[CH:33][N:32]=[C:31]([CH:35]([CH3:37])[CH3:36])[CH:30]=2)[CH:24]=1)=O)(C)(C)C.C(O)(C(F)(F)F)=O. (7) Given the product [CH2:21]([NH:20][C@:2]1([CH3:1])[C@@H:9]2[C@@H:5]([CH2:6][N:7]([C:10]3[CH:15]=[CH:14][CH:13]=[C:12]([C:16]([F:19])([F:17])[F:18])[N:11]=3)[CH2:8]2)[CH2:4][CH2:3]1)[C:22]1[CH:27]=[CH:26][CH:25]=[CH:24][CH:23]=1, predict the reactants needed to synthesize it. The reactants are: [CH3:1][C@@:2]1([NH:20][C:21](=O)[C:22]2[CH:27]=[CH:26][CH:25]=[CH:24][CH:23]=2)[C@@H:9]2[C@@H:5]([CH2:6][N:7]([C:10]3[CH:15]=[CH:14][CH:13]=[C:12]([C:16]([F:19])([F:18])[F:17])[N:11]=3)[CH2:8]2)[CH2:4][CH2:3]1.